This data is from NCI-60 drug combinations with 297,098 pairs across 59 cell lines. The task is: Regression. Given two drug SMILES strings and cell line genomic features, predict the synergy score measuring deviation from expected non-interaction effect. (1) Drug 1: CC1CCC2CC(C(=CC=CC=CC(CC(C(=O)C(C(C(=CC(C(=O)CC(OC(=O)C3CCCCN3C(=O)C(=O)C1(O2)O)C(C)CC4CCC(C(C4)OC)O)C)C)O)OC)C)C)C)OC. Drug 2: C1C(C(OC1N2C=NC(=NC2=O)N)CO)O. Cell line: MDA-MB-231. Synergy scores: CSS=9.91, Synergy_ZIP=-5.81, Synergy_Bliss=0.836, Synergy_Loewe=2.83, Synergy_HSA=3.77. (2) Drug 1: CCC1(CC2CC(C3=C(CCN(C2)C1)C4=CC=CC=C4N3)(C5=C(C=C6C(=C5)C78CCN9C7C(C=CC9)(C(C(C8N6C=O)(C(=O)OC)O)OC(=O)C)CC)OC)C(=O)OC)O.OS(=O)(=O)O. Drug 2: CCC1(CC2CC(C3=C(CCN(C2)C1)C4=CC=CC=C4N3)(C5=C(C=C6C(=C5)C78CCN9C7C(C=CC9)(C(C(C8N6C)(C(=O)OC)O)OC(=O)C)CC)OC)C(=O)OC)O.OS(=O)(=O)O. Cell line: OVCAR-5. Synergy scores: CSS=4.15, Synergy_ZIP=-1.09, Synergy_Bliss=1.08, Synergy_Loewe=-0.0424, Synergy_HSA=0.662. (3) Drug 1: CNC(=O)C1=CC=CC=C1SC2=CC3=C(C=C2)C(=NN3)C=CC4=CC=CC=N4. Drug 2: CN(C)N=NC1=C(NC=N1)C(=O)N. Cell line: BT-549. Synergy scores: CSS=-4.73, Synergy_ZIP=1.07, Synergy_Bliss=-1.47, Synergy_Loewe=-3.52, Synergy_HSA=-3.33. (4) Drug 1: CC12CCC3C(C1CCC2=O)CC(=C)C4=CC(=O)C=CC34C. Drug 2: C1CNP(=O)(OC1)N(CCCl)CCCl. Cell line: EKVX. Synergy scores: CSS=21.1, Synergy_ZIP=5.92, Synergy_Bliss=7.75, Synergy_Loewe=-16.8, Synergy_HSA=5.81. (5) Drug 1: CC(C1=C(C=CC(=C1Cl)F)Cl)OC2=C(N=CC(=C2)C3=CN(N=C3)C4CCNCC4)N. Drug 2: C1=CC(=CC=C1CC(C(=O)O)N)N(CCCl)CCCl.Cl. Cell line: SK-OV-3. Synergy scores: CSS=15.9, Synergy_ZIP=-2.26, Synergy_Bliss=1.37, Synergy_Loewe=-0.531, Synergy_HSA=0.0161.